Dataset: Full USPTO retrosynthesis dataset with 1.9M reactions from patents (1976-2016). Task: Predict the reactants needed to synthesize the given product. (1) Given the product [CH3:21][S:16][C:14]1[O:8][C:7]2[CH:6]=[CH:5][C:4]([CH2:9][C:10]([OH:12])=[O:11])=[CH:3][C:2]=2[N:1]=1, predict the reactants needed to synthesize it. The reactants are: [NH2:1][C:2]1[CH:3]=[C:4]([CH2:9][C:10]([OH:12])=[O:11])[CH:5]=[CH:6][C:7]=1[OH:8].O(CC)[C:14]([S-:16])=S.[K+].I[CH3:21]. (2) Given the product [Cl:14][C:15]1[C:22]([C:23]([F:24])([F:25])[F:26])=[CH:21][CH:20]=[CH:19][C:16]=1[CH2:17][N:2]1[C@@H:3]([CH2:12][CH3:13])[CH2:4][NH:5][C:6](=[O:11])[C:7]1=[O:9], predict the reactants needed to synthesize it. The reactants are: Cl.[NH2:2][C@@H:3]([CH2:12][CH3:13])[CH2:4][NH:5][C:6](=[O:11])[C:7]([O:9]C)=O.[Cl:14][C:15]1[C:22]([C:23]([F:26])([F:25])[F:24])=[CH:21][CH:20]=[CH:19][C:16]=1[CH:17]=O.C(O[BH-](OC(=O)C)OC(=O)C)(=O)C.[Na+].C(N(CC)CC)C. (3) The reactants are: [H-].[Na+].[N+:3]([C:6]1[CH:11]=[CH:10][CH:9]=[CH:8][C:7]=1[S:12]([O:15][C:16]1[CH:21]=[CH:20][C:19]([CH:22]([OH:37])[CH2:23][NH:24][S:25]([C:28]2[CH:33]=[CH:32][CH:31]=[CH:30][C:29]=2[N+:34]([O-:36])=[O:35])(=[O:27])=[O:26])=[CH:18][CH:17]=1)(=[O:14])=[O:13])([O-:5])=[O:4].C([Si]([O:45][CH2:46][CH2:47]I)(C)C)(C)(C)C.C(=O)([O-])O.[Na+].Cl. Given the product [N+:3]([C:6]1[CH:11]=[CH:10][CH:9]=[CH:8][C:7]=1[S:12]([O:15][C:16]1[CH:21]=[CH:20][C:19]([CH:22]([OH:37])[CH2:23][N:24]([CH2:47][CH2:46][OH:45])[S:25]([C:28]2[CH:33]=[CH:32][CH:31]=[CH:30][C:29]=2[N+:34]([O-:36])=[O:35])(=[O:27])=[O:26])=[CH:18][CH:17]=1)(=[O:13])=[O:14])([O-:5])=[O:4], predict the reactants needed to synthesize it. (4) Given the product [CH3:15][NH:14][C:4]1[N:5]=[C:6]([C:8]2[CH:9]=[CH:10][CH:11]=[CH:12][CH:13]=2)[N:7]=[C:2]([NH:16][C@H:17]2[CH2:22][CH2:21][C@H:20]([C:23]([OH:25])=[O:24])[CH2:19][CH2:18]2)[N:3]=1, predict the reactants needed to synthesize it. The reactants are: Cl[C:2]1[N:7]=[C:6]([C:8]2[CH:13]=[CH:12][CH:11]=[CH:10][CH:9]=2)[N:5]=[C:4]([NH:14][CH3:15])[N:3]=1.[NH2:16][C@H:17]1[CH2:22][CH2:21][C@H:20]([C:23]([OH:25])=[O:24])[CH2:19][CH2:18]1.[OH-].[Na+]. (5) Given the product [CH3:50][N:22]([CH3:21])[CH2:23][CH2:24][CH2:25][NH:26][S:27]([C:30]1[CH:31]=[CH:32][C:33]([NH:36][C:37]2[N:42]=[C:41]([C:43]3[CH:48]=[CH:47][C:46]([O:20][CH2:19][CH2:18][C:14]4[S:13][CH:17]=[CH:16][CH:15]=4)=[CH:45][CH:44]=3)[CH:40]=[CH:39][N:38]=2)=[CH:34][CH:35]=1)(=[O:29])=[O:28], predict the reactants needed to synthesize it. The reactants are: CCOC(/N=N/C(OCC)=O)=O.[S:13]1[CH:17]=[CH:16][CH:15]=[C:14]1[CH2:18][CH2:19][OH:20].[CH3:21][N:22]([CH3:50])[CH2:23][CH2:24][CH2:25][NH:26][S:27]([C:30]1[CH:35]=[CH:34][C:33]([NH:36][C:37]2[N:42]=[C:41]([C:43]3[CH:48]=[CH:47][C:46](O)=[CH:45][CH:44]=3)[CH:40]=[CH:39][N:38]=2)=[CH:32][CH:31]=1)(=[O:29])=[O:28].C1(P(C2C=CC=CC=2)C2C=CC=CC=2)C=CC=CC=1. (6) Given the product [CH3:3][O:4][C:5](=[O:17])[C:6]1[CH:11]=[CH:10][C:9]([O:12][C:13](=[O:15])[CH3:14])=[CH:8][C:7]=1[O:16][CH3:18], predict the reactants needed to synthesize it. The reactants are: CO.[CH3:3][O:4][C:5](=[O:17])[C:6]1[CH:11]=[CH:10][C:9]([O:12][C:13](=[O:15])[CH3:14])=[CH:8][C:7]=1[OH:16].[CH:18]1C=CC(P(C2C=CC=CC=2)C2C=CC=CC=2)=CC=1.CCOC(/N=N/C(OCC)=O)=O. (7) Given the product [ClH:35].[F:3][C:4]1[CH:5]=[C:6]([C@H:10]2[CH2:14][CH2:13][CH2:12][N:11]2[C:15]2[CH:20]=[CH:19][N:18]3[N:21]=[CH:22][C:23]([NH:24][C:25](=[O:34])[C:26]4[CH:31]=[CH:30][CH:29]=[C:28]([O:32][CH3:33])[N:27]=4)=[C:17]3[N:16]=2)[CH:7]=[CH:8][CH:9]=1, predict the reactants needed to synthesize it. The reactants are: CO.[F:3][C:4]1[CH:5]=[C:6]([C@H:10]2[CH2:14][CH2:13][CH2:12][N:11]2[C:15]2[CH:20]=[CH:19][N:18]3[N:21]=[CH:22][C:23]([NH:24][C:25](=[O:34])[C:26]4[CH:31]=[CH:30][CH:29]=[C:28]([O:32][CH3:33])[N:27]=4)=[C:17]3[N:16]=2)[CH:7]=[CH:8][CH:9]=1.[ClH:35].